The task is: Regression. Given two drug SMILES strings and cell line genomic features, predict the synergy score measuring deviation from expected non-interaction effect.. This data is from NCI-60 drug combinations with 297,098 pairs across 59 cell lines. (1) Drug 1: C1=CC(=CC=C1C#N)C(C2=CC=C(C=C2)C#N)N3C=NC=N3. Drug 2: C1CCC(C(C1)N)N.C(=O)(C(=O)[O-])[O-].[Pt+4]. Cell line: HCT-15. Synergy scores: CSS=43.7, Synergy_ZIP=-3.74, Synergy_Bliss=-6.70, Synergy_Loewe=-6.36, Synergy_HSA=-4.40. (2) Drug 1: C1C(C(OC1N2C=NC3=C(N=C(N=C32)Cl)N)CO)O. Drug 2: C1=NC2=C(N1)C(=S)N=CN2. Cell line: SK-OV-3. Synergy scores: CSS=17.4, Synergy_ZIP=-4.54, Synergy_Bliss=0.219, Synergy_Loewe=-7.09, Synergy_HSA=-1.83.